From a dataset of Forward reaction prediction with 1.9M reactions from USPTO patents (1976-2016). Predict the product of the given reaction. The product is: [Cl:1][C:2]1[N:3]=[C:4]([NH:11][C@@H:12]2[CH2:13][CH2:14][C@H:15]([NH:18][C:19](=[O:25])[CH:28]=[CH2:29])[CH2:16][CH2:17]2)[C:5]2[CH:10]=[CH:9][S:8][C:6]=2[N:7]=1. Given the reactants [Cl:1][C:2]1[N:3]=[C:4]([NH:11][C@@H:12]2[CH2:17][CH2:16][C@H:15]([NH:18][C:19](=[O:25])OC(C)(C)C)[CH2:14][CH2:13]2)[C:5]2[CH:10]=[CH:9][S:8][C:6]=2[N:7]=1.Cl.O1CCO[CH2:29][CH2:28]1.C(N(CC)CC)C.C(Cl)(=O)C=C, predict the reaction product.